This data is from Reaction yield outcomes from USPTO patents with 853,638 reactions. The task is: Predict the reaction yield, written as a fraction of the theoretical maximum amount of product (1.0 means a 100% yield; for example, 0.34 means a 34% yield). (1) The reactants are [NH2:1][C:2]1[S:3][C:4]([C:12]2[CH:13]=[CH:14][C:15](=[O:20])[N:16]([CH2:18][CH3:19])[CH:17]=2)=[C:5]([C:7]2[O:8][CH:9]=[CH:10][CH:11]=2)[N:6]=1.[C:21](O)(=[O:28])[C:22]1[CH:27]=[CH:26][N:25]=[CH:24][CH:23]=1.C1CN([P+](ON2N=NC3C=CC=CC2=3)(N2CCCC2)N2CCCC2)CC1.F[P-](F)(F)(F)(F)F.C(N(CC)CC)C. The catalyst is CN(C=O)C.O. The product is [CH2:18]([N:16]1[CH:17]=[C:12]([C:4]2[S:3][C:2]([NH:1][C:21]([C:22]3[CH:27]=[CH:26][N:25]=[CH:24][CH:23]=3)=[O:28])=[N:6][C:5]=2[C:7]2[O:8][CH:9]=[CH:10][CH:11]=2)[CH:13]=[CH:14][C:15]1=[O:20])[CH3:19]. The yield is 0.250. (2) The reactants are [NH2:1][CH2:2][CH2:3][CH2:4][CH2:5][N:6]1[C:14]([S:15][C:16]2[C:24]([I:25])=[CH:23][C:19]3[O:20][CH2:21][O:22][C:18]=3[CH:17]=2)=[N:13][C:12]2[C:7]1=[N:8][CH:9]=[N:10][C:11]=2[NH2:26].ON1C(=O)C2C=CC=CC=2N=N1.C(N=C=NC(C)C)(C)C.C(N1CCOCC1)C.[N+:56]([C:59]1[C:67]2[C:63](=[N:64][O:65][N:66]=2)[C:62]([NH:68][CH2:69][CH2:70][CH2:71][CH2:72][CH2:73][C:74](O)=[O:75])=[CH:61][CH:60]=1)([O-:58])=[O:57]. The catalyst is CN(C=O)C. The product is [NH2:26][C:11]1[N:10]=[CH:9][N:8]=[C:7]2[C:12]=1[N:13]=[C:14]([S:15][C:16]1[C:24]([I:25])=[CH:23][C:19]3[O:20][CH2:21][O:22][C:18]=3[CH:17]=1)[N:6]2[CH2:5][CH2:4][CH2:3][CH2:2][NH:1][C:74](=[O:75])[CH2:73][CH2:72][CH2:71][CH2:70][CH2:69][NH:68][C:62]1[C:63]2=[N:64][O:65][N:66]=[C:67]2[C:59]([N+:56]([O-:58])=[O:57])=[CH:60][CH:61]=1. The yield is 0.300. (3) The reactants are [N:1]1[CH:6]=[CH:5][C:4]([CH2:7][CH2:8][CH2:9][N:10]2C(=O)C3=CC=CC=C3C2=O)=[CH:3][CH:2]=1.O.NN. The catalyst is CO. The product is [NH2:10][CH2:9][CH2:8][CH2:7][C:4]1[CH:5]=[CH:6][N:1]=[CH:2][CH:3]=1. The yield is 0.600. (4) The reactants are CC1(C)[O:6][C@H:5]([CH2:7][O:8][C:9]2[CH:14]=[CH:13][C:12]([C:15]([C:20]3[CH:25]=[CH:24][C:23]([C:26]#[C:27][C:28]([CH2:32][CH3:33])([OH:31])[CH2:29][CH3:30])=[C:22]([CH3:34])[CH:21]=3)([CH2:18][CH3:19])[CH2:16][CH3:17])=[CH:11][C:10]=2[CH3:35])[CH2:4][O:3]1.C(O)(C(F)(F)F)=O.C([O-])(O)=O.[Na+]. The catalyst is C1COCC1.O. The product is [CH2:16]([C:15]([C:12]1[CH:13]=[CH:14][C:9]([O:8][CH2:7][C@@H:5]([OH:6])[CH2:4][OH:3])=[C:10]([CH3:35])[CH:11]=1)([C:20]1[CH:25]=[CH:24][C:23]([C:26]#[C:27][C:28]([CH2:29][CH3:30])([OH:31])[CH2:32][CH3:33])=[C:22]([CH3:34])[CH:21]=1)[CH2:18][CH3:19])[CH3:17]. The yield is 0.660. (5) The reactants are [Si:1]([O:8][CH2:9][C:10]1([CH2:24][O:25][Si:26]([C:29]([CH3:32])([CH3:31])[CH3:30])([CH3:28])[CH3:27])[CH2:14][CH2:13][CH:12]([CH2:15][OH:16])[N:11]1[C:17]([O:19][C:20]([CH3:23])([CH3:22])[CH3:21])=[O:18])([C:4]([CH3:7])([CH3:6])[CH3:5])([CH3:3])[CH3:2].[C:33]1([CH3:43])[CH:38]=[CH:37][C:36]([S:39](Cl)(=[O:41])=[O:40])=[CH:35][CH:34]=1. The catalyst is CN(C)C1C=CN=CC=1.C(Cl)Cl. The product is [Si:26]([O:25][CH2:24][C:10]1([CH2:9][O:8][Si:1]([C:4]([CH3:7])([CH3:5])[CH3:6])([CH3:3])[CH3:2])[CH2:14][CH2:13][CH:12]([CH2:15][O:16][S:39]([C:36]2[CH:37]=[CH:38][C:33]([CH3:43])=[CH:34][CH:35]=2)(=[O:41])=[O:40])[N:11]1[C:17]([O:19][C:20]([CH3:21])([CH3:22])[CH3:23])=[O:18])([C:29]([CH3:32])([CH3:31])[CH3:30])([CH3:27])[CH3:28]. The yield is 0.770.